Predict the reaction yield, written as a fraction of the theoretical maximum amount of product (1.0 means a 100% yield; for example, 0.34 means a 34% yield). From a dataset of Reaction yield outcomes from USPTO patents with 853,638 reactions. (1) The catalyst is O. The reactants are [NH2:1][C@H:2]([C:7]([OH:9])=[O:8])[CH2:3][C:4]([OH:6])=[O:5].[ClH:10].[O-2].[Mg+2:12]. The yield is 1.00. The product is [ClH:10].[NH2:1][C@H:2]([C:7]([O-:9])=[O:8])[CH2:3][C:4]([O-:6])=[O:5].[Mg+2:12]. (2) The reactants are [H-].[Na+].[C:3]([O:7][CH3:8])(=[O:6])[CH2:4][SH:5].[H][H].[CH2:11]([O:13][C:14](=[O:22])[C:15]1[CH:20]=[CH:19][CH:18]=[N:17][C:16]=1Cl)[CH3:12]. The catalyst is CN(C=O)C.O. The product is [CH2:11]([O:13][C:14](=[O:22])[C:15]1[CH:20]=[CH:19][CH:18]=[N:17][C:16]=1[S:5][CH2:4][C:3]([O:7][CH3:8])=[O:6])[CH3:12]. The yield is 0.510. (3) The reactants are [Cl-].[Al+3].[Cl-].[Cl-].[Cl:5][C:6]1[CH:14]=[CH:13][C:9]([C:10](Cl)=[O:11])=[CH:8][C:7]=1[S:15](=[O:18])(=[O:17])[NH2:16].[C:19]1([S:25]([N:28]2[CH:32]=[CH:31][CH:30]=[CH:29]2)(=[O:27])=[O:26])[CH:24]=[CH:23][CH:22]=[CH:21][CH:20]=1. The catalyst is C(Cl)Cl. The product is [C:19]1([S:25]([N:28]2[CH:29]=[CH:30][C:31]([C:10]([C:9]3[CH:13]=[CH:14][C:6]([Cl:5])=[C:7]([S:15]([NH2:16])(=[O:18])=[O:17])[CH:8]=3)=[O:11])=[CH:32]2)(=[O:27])=[O:26])[CH:20]=[CH:21][CH:22]=[CH:23][CH:24]=1. The yield is 0.260. (4) The reactants are [Cl:1][C:2]1[CH:3]=[N+:4]([O-])[C:5]([C:12]2[CH:17]=[CH:16][CH:15]=[C:14]([F:18])[CH:13]=2)=[C:6]([CH:11]=1)[C:7]([O:9][CH3:10])=[O:8].[CH2:20]([N:22](CC)CC)C.C[Si](C#N)(C)C. The product is [Cl:1][C:2]1[C:3]([C:20]#[N:22])=[N:4][C:5]([C:12]2[CH:17]=[CH:16][CH:15]=[C:14]([F:18])[CH:13]=2)=[C:6]([CH:11]=1)[C:7]([O:9][CH3:10])=[O:8]. The yield is 0.900. The catalyst is C(#N)C. (5) The reactants are Cl[C:2]([O:4][C:5]1[CH:10]=[CH:9][CH:8]=[CH:7][CH:6]=1)=[O:3].[NH2:11][C:12]1[CH:20]=[C:19]2[C:15]([CH:16]=[CH:17][N:18]2[CH2:21][C:22]2[C:27]([Cl:28])=[CH:26][CH:25]=[CH:24][C:23]=2[Cl:29])=[CH:14][CH:13]=1.CN(C)C1C=CC=CC=1. The catalyst is ClCCl.O. The product is [C:5]1([O:4][C:2]([NH:11][C:12]2[CH:20]=[C:19]3[C:15]([CH:16]=[CH:17][N:18]3[CH2:21][C:22]3[C:27]([Cl:28])=[CH:26][CH:25]=[CH:24][C:23]=3[Cl:29])=[CH:14][CH:13]=2)=[O:3])[CH:10]=[CH:9][CH:8]=[CH:7][CH:6]=1. The yield is 0.930. (6) No catalyst specified. The yield is 0.580. The product is [CH3:10][O:5][CH2:4][C:3]1[CH:6]=[CH:7][CH:8]=[CH:9][C:2]=1[OH:1]. The reactants are [OH:1][C:2]1[CH:9]=[CH:8][CH:7]=[CH:6][C:3]=1[CH2:4][OH:5].[CH3:10]O. (7) The catalyst is CN(C)C(=O)C. The reactants are [H-].[Na+].[C:3]([C:5]1[CH:6]=[C:7]([OH:11])[CH:8]=[CH:9][CH:10]=1)#[N:4].[Cl:12][C:13]1[CH:29]=[C:28]([Cl:30])[CH:27]=[CH:26][C:14]=1[CH2:15][NH:16][C:17](=[O:25])[C:18]1[CH:23]=[CH:22][N:21]=[C:20](F)[CH:19]=1. The product is [C:3]([C:5]1[CH:6]=[C:7]([CH:8]=[CH:9][CH:10]=1)[O:11][C:20]1[CH:19]=[C:18]([CH:23]=[CH:22][N:21]=1)[C:17]([NH:16][CH2:15][C:14]1[CH:26]=[CH:27][C:28]([Cl:30])=[CH:29][C:13]=1[Cl:12])=[O:25])#[N:4]. The yield is 0.250. (8) The reactants are [C:1](N1C=CN=C1)(N1C=CN=C1)=[O:2].[CH2:13]([O:20][NH:21][CH2:22][CH2:23][CH2:24][CH2:25][CH2:26][CH2:27][N:28]1[C:34](=[O:35])[C:33]2[CH:36]=[CH:37][CH:38]=[CH:39][C:32]=2[O:31][C:30]2[CH:40]=[CH:41][CH:42]=[CH:43][C:29]1=2)[C:14]1[CH:19]=[CH:18][CH:17]=[CH:16][CH:15]=1.C(O)=O. The catalyst is C1COCC1.C(OCC)(=O)C. The product is [CH2:13]([O:20][N:21]([CH2:22][CH2:23][CH2:24][CH2:25][CH2:26][CH2:27][N:28]1[C:34](=[O:35])[C:33]2[CH:36]=[CH:37][CH:38]=[CH:39][C:32]=2[O:31][C:30]2[CH:40]=[CH:41][CH:42]=[CH:43][C:29]1=2)[CH:1]=[O:2])[C:14]1[CH:19]=[CH:18][CH:17]=[CH:16][CH:15]=1. The yield is 0.500. (9) The reactants are [CH3:1][C:2]1[O:6][N:5]=[C:4]([C:7]2[CH:12]=[CH:11][CH:10]=[CH:9][CH:8]=2)[C:3]=1[CH2:13][NH:14][C:15]1[CH:23]=[CH:22][C:18]([C:19]([OH:21])=O)=[CH:17][N:16]=1.[CH:24]1([NH2:27])[CH2:26][CH2:25]1. No catalyst specified. The product is [CH:24]1([NH:27][C:19](=[O:21])[C:18]2[CH:22]=[CH:23][C:15]([NH:14][CH2:13][C:3]3[C:4]([C:7]4[CH:8]=[CH:9][CH:10]=[CH:11][CH:12]=4)=[N:5][O:6][C:2]=3[CH3:1])=[N:16][CH:17]=2)[CH2:26][CH2:25]1. The yield is 0.890. (10) The reactants are [Cl:1][C:2]1[N:3]=[CH:4][C:5]2[CH:10]=[CH:9][NH:8][C:6]=2[N:7]=1.ClC[CH2:13][C:14]1[CH:19]=[CH:18][CH:17]=[CH:16][C:15]=1[N:20]([CH3:25])[S:21]([CH3:24])(=[O:23])=[O:22].C([O-])([O-])=O.[K+].[K+]. The catalyst is CN(C=O)C. The product is [Cl:1][C:2]1[N:3]=[CH:4][C:5]2[CH:10]=[CH:9][N:8]([CH2:13][C:14]3[CH:19]=[CH:18][CH:17]=[CH:16][C:15]=3[N:20]([CH3:25])[S:21]([CH3:24])(=[O:23])=[O:22])[C:6]=2[N:7]=1. The yield is 0.850.